From a dataset of Full USPTO retrosynthesis dataset with 1.9M reactions from patents (1976-2016). Predict the reactants needed to synthesize the given product. (1) Given the product [CH3:29][O:28][CH2:27][CH2:26][O:25][C:23]1[CH:22]=[CH:21][C:20]2[C:10]3([CH2:17][O:18][C:19]=2[CH:24]=1)[C:11]1[C:16](=[CH:15][CH:14]=[CH:13][CH:12]=1)[NH:8][C:9]3=[O:30], predict the reactants needed to synthesize it. The reactants are: C1(C(C2C=CC=CC=2)[N:8]2[C:16]3[C:11](=[CH:12][CH:13]=[CH:14][CH:15]=3)[C:10]3([C:20]4[CH:21]=[CH:22][C:23]([O:25][CH2:26][CH2:27][O:28][CH3:29])=[CH:24][C:19]=4[O:18][CH2:17]3)[C:9]2=[O:30])C=CC=CC=1.C1(C(C2C=CC=CC=2)N2C3C(=CC=CC=3)C3(C4C=C(C)C(OC)=CC=4OC3)C2=O)C=CC=CC=1. (2) Given the product [Cl:49][CH2:27][CH:26]([N:23]1[CH2:24][CH2:25][CH:20]([N:12]([CH2:11][C:8]2[N:7]=[CH:6][C:5]3[O:4][CH2:3][CH2:2][O:1][C:10]=3[CH:9]=2)[C:13](=[O:19])[O:14][C:15]([CH3:18])([CH3:17])[CH3:16])[CH2:21][CH2:22]1)[CH2:29][O:30][CH2:31][C:32]1[CH:37]=[CH:36][CH:35]=[CH:34][CH:33]=1, predict the reactants needed to synthesize it. The reactants are: [O:1]1[C:10]2[CH:9]=[C:8]([CH2:11][N:12]([CH:20]3[CH2:25][CH2:24][N:23]([CH:26]([CH2:29][O:30][CH2:31][C:32]4[CH:37]=[CH:36][CH:35]=[CH:34][CH:33]=4)[CH2:27]O)[CH2:22][CH2:21]3)[C:13](=[O:19])[O:14][C:15]([CH3:18])([CH3:17])[CH3:16])[N:7]=[CH:6][C:5]=2[O:4][CH2:3][CH2:2]1.C(N(CC)CC)C.CS([Cl:49])(=O)=O.O. (3) Given the product [ClH:24].[I:11][C:10]1[C:3]2[C:4](=[N:5][CH:6]=[N:7][C:2]=2[NH2:1])[N:8]([CH:12]2[CH2:16][CH2:15][NH:14][CH2:13]2)[N:9]=1, predict the reactants needed to synthesize it. The reactants are: [NH2:1][C:2]1[N:7]=[CH:6][N:5]=[C:4]2[N:8]([CH:12]3[CH2:16][CH2:15][N:14](C(OC(C)(C)C)=O)[CH2:13]3)[N:9]=[C:10]([I:11])[C:3]=12.[ClH:24]. (4) Given the product [CH3:35][C:32]1[CH:31]=[CH:30][C:29]([N:28]2[C:24]([CH3:23])([CH3:27])[C:25](=[NH:26])[N:8]([C:11]3[CH:18]=[CH:17][C:14]([C:15]#[N:16])=[C:13]([C:19]([F:20])([F:22])[F:21])[CH:12]=3)[C:9]2=[S:10])=[CH:34][CH:33]=1, predict the reactants needed to synthesize it. The reactants are: C(N(CC)CC)C.[N:8]([C:11]1[CH:18]=[CH:17][C:14]([C:15]#[N:16])=[C:13]([C:19]([F:22])([F:21])[F:20])[CH:12]=1)=[C:9]=[S:10].[CH3:23][C:24]([NH:28][C:29]1[CH:34]=[CH:33][C:32]([CH3:35])=[CH:31][CH:30]=1)([CH3:27])[C:25]#[N:26].ClCCl.CC(C)=O. (5) The reactants are: C(O)(C(F)(F)F)=O.[CH:8]([S:11]([C:14]1[CH:15]=[CH:16][C:17]([C:20]2[CH:21]=[C:22]([C:34]3[O:38][N:37]=[C:36]([C:39]4[CH:44]=[CH:43][C:42]([CH2:45][NH:46][CH3:47])=[CH:41][CH:40]=4)[CH:35]=3)[C:23]([NH:26]C(=O)OC(C)(C)C)=[N:24][CH:25]=2)=[N:18][CH:19]=1)(=[O:13])=[O:12])([CH3:10])[CH3:9]. Given the product [CH:8]([S:11]([C:14]1[CH:15]=[CH:16][C:17]([C:20]2[CH:21]=[C:22]([C:34]3[O:38][N:37]=[C:36]([C:39]4[CH:40]=[CH:41][C:42]([CH2:45][NH:46][CH3:47])=[CH:43][CH:44]=4)[CH:35]=3)[C:23]([NH2:26])=[N:24][CH:25]=2)=[N:18][CH:19]=1)(=[O:12])=[O:13])([CH3:10])[CH3:9], predict the reactants needed to synthesize it. (6) Given the product [C:1]([O:4][CH2:5][C@@H:6]1[C@@H:11]([O:12][C:13](=[O:15])[CH3:14])[C@H:10]([O:47][C:48](=[O:49])[CH3:50])[C@H:9]([O:34][C:29](=[O:28])[CH3:30])[C@@H:8]([CH2:16][C:17]2[CH:18]=[CH:19][C:20]([I:23])=[CH:21][CH:22]=2)[O:7]1)(=[O:3])[CH3:2], predict the reactants needed to synthesize it. The reactants are: [C:1]([O:4][CH2:5][C@@H:6]1[C@@H:11]([O:12][C:13](=[O:15])[CH3:14])[CH:10]=[CH:9][C@@H:8]([CH2:16][C:17]2[CH:22]=[CH:21][C:20]([I:23])=[CH:19][CH:18]=2)[O:7]1)(=[O:3])[CH3:2].C[N+]1([O-])[CH2:30][CH2:29][O:28]CC1.CS(N)(=O)=[O:34].CC1C=CC=C(C)N=1.CC[O:47][C:48]([CH3:50])=[O:49]. (7) Given the product [NH2:22][C:23]1[N:24]=[CH:25][C:26]([C:2]2[CH:3]=[CH:4][N:5]3[C:10]([C:11]=2[O:12][CH3:13])=[C:9]([CH:14]2[CH2:16][CH2:15]2)[CH:8]=[C:7]([C:17]([O:19][CH3:20])=[O:18])[C:6]3=[O:21])=[CH:27][CH:28]=1, predict the reactants needed to synthesize it. The reactants are: Cl[C:2]1[CH:3]=[CH:4][N:5]2[C:10]([C:11]=1[O:12][CH3:13])=[C:9]([CH:14]1[CH2:16][CH2:15]1)[CH:8]=[C:7]([C:17]([O:19][CH3:20])=[O:18])[C:6]2=[O:21].[NH2:22][C:23]1[CH:28]=[CH:27][C:26](B2OC(C)(C)C(C)(C)O2)=[CH:25][N:24]=1. (8) The reactants are: C([O:3][C:4](=[O:14])[C:5]1[C:10]([CH3:11])=[CH:9][C:8]([Cl:12])=[N:7][C:6]=1[CH3:13])C.[OH-].[Na+]. Given the product [Cl:12][C:8]1[CH:9]=[C:10]([CH3:11])[C:5]([C:4]([OH:14])=[O:3])=[C:6]([CH3:13])[N:7]=1, predict the reactants needed to synthesize it. (9) Given the product [Br:12][C:13]1[CH:22]=[C:21]([F:23])[CH:20]=[C:19]2[C:14]=1[CH:15]=[CH:16][C:17]([CH:24]=[O:25])=[CH:18]2, predict the reactants needed to synthesize it. The reactants are: [Cr](Cl)([O-])(=O)=O.[NH+]1C=CC=CC=1.[Br:12][C:13]1[CH:22]=[C:21]([F:23])[CH:20]=[C:19]2[C:14]=1[CH:15]=[CH:16][C:17]([CH2:24][OH:25])=[CH:18]2. (10) Given the product [ClH:1].[Cl:1][C:2]1[CH:3]=[C:4]([CH:35]=[CH:36][CH:37]=1)[O:5][C:6]1[S:7][C:8]([CH2:11][N:12]([CH2:17][C:18]2[CH:23]=[CH:22][C:21]([S:24][C:25]([CH3:34])([CH3:33])[C:26]([OH:28])=[O:27])=[CH:20][CH:19]=2)[CH2:13][CH2:14][O:15][CH3:16])=[CH:9][N:10]=1, predict the reactants needed to synthesize it. The reactants are: [Cl:1][C:2]1[CH:3]=[C:4]([CH:35]=[CH:36][CH:37]=1)[O:5][C:6]1[S:7][C:8]([CH2:11][N:12]([CH2:17][C:18]2[CH:23]=[CH:22][C:21]([S:24][C:25]([CH3:34])([CH3:33])[C:26]([O:28]C(C)(C)C)=[O:27])=[CH:20][CH:19]=2)[CH2:13][CH2:14][O:15][CH3:16])=[CH:9][N:10]=1.Cl.